This data is from Catalyst prediction with 721,799 reactions and 888 catalyst types from USPTO. The task is: Predict which catalyst facilitates the given reaction. (1) Reactant: [CH:1]1([C:4]2[O:8][N:7]=[C:6]([C:9]3[CH:14]=[CH:13][CH:12]=[CH:11][C:10]=3[CH3:15])[C:5]=2[CH2:16]O)[CH2:3][CH2:2]1.C1(P(C2C=CC=CC=2)C2C=CC=CC=2)C=CC=CC=1.C(Br)(Br)(Br)[Br:38]. Product: [Br:38][CH2:16][C:5]1[C:6]([C:9]2[CH:14]=[CH:13][CH:12]=[CH:11][C:10]=2[CH3:15])=[N:7][O:8][C:4]=1[CH:1]1[CH2:3][CH2:2]1. The catalyst class is: 4. (2) Reactant: [CH3:1][O:2][C:3]1[CH:4]=[C:5]([CH2:23][C:24]([O:26][CH3:27])=[O:25])[CH:6]=[CH:7][C:8]=1[O:9][C:10]1[C:11]([N+:20]([O-:22])=[O:21])=[C:12]2[C:16](=[CH:17][CH:18]=1)[NH:15][C:14](=O)[CH2:13]2.P(Br)(Br)([Br:30])=O.N1C=CN=C1. Product: [Br:30][C:14]1[NH:15][C:16]2[C:12]([CH:13]=1)=[C:11]([N+:20]([O-:22])=[O:21])[C:10]([O:9][C:8]1[CH:7]=[CH:6][C:5]([CH2:23][C:24]([O:26][CH3:27])=[O:25])=[CH:4][C:3]=1[O:2][CH3:1])=[CH:18][CH:17]=2. The catalyst class is: 26. (3) Reactant: [OH:1][CH2:2][CH:3]1[CH2:16][O:15][C:14]2[C:5](=[CH:6][C:7]3[C:8]([C:21]([F:24])([F:23])[F:22])=[CH:9][C:10]([O:17][CH:18]([CH3:20])[CH3:19])=[N:11][C:12]=3[CH:13]=2)[N:4]1[CH2:25][C:26]([F:29])([F:28])[F:27].[H-].[Na+].I[CH2:33][CH3:34]. Product: [CH2:33]([O:1][CH2:2][CH:3]1[CH2:16][O:15][C:14]2[C:5](=[CH:6][C:7]3[C:8]([C:21]([F:22])([F:23])[F:24])=[CH:9][C:10]([O:17][CH:18]([CH3:20])[CH3:19])=[N:11][C:12]=3[CH:13]=2)[N:4]1[CH2:25][C:26]([F:28])([F:29])[F:27])[CH3:34]. The catalyst class is: 1. (4) Reactant: [N:1]12[CH2:8][CH2:7][C:4]([C:9]([C:16]3[CH:20]=[CH:19][S:18][CH:17]=3)([C:11]3[CH:15]=[CH:14][S:13][CH:12]=3)[OH:10])([CH2:5][CH2:6]1)[CH2:3][CH2:2]2.[C:21]1([O:27][CH2:28][CH2:29][Br:30])[CH:26]=[CH:25][CH:24]=[CH:23][CH:22]=1. The catalyst class is: 22. Product: [Br-:30].[OH:10][C:9]([C:11]1[CH:15]=[CH:14][S:13][CH:12]=1)([C:16]1[CH:20]=[CH:19][S:18][CH:17]=1)[C:4]12[CH2:7][CH2:8][N+:1]([CH2:29][CH2:28][O:27][C:21]3[CH:26]=[CH:25][CH:24]=[CH:23][CH:22]=3)([CH2:6][CH2:5]1)[CH2:2][CH2:3]2. (5) Reactant: [CH:1]([C:4]1[C:5]([C:9]([O:11][CH3:12])=[O:10])=[CH:6][NH:7][CH:8]=1)([CH3:3])[CH3:2].[Br:13]N1C(=O)CCC1=O. Product: [Br:13][C:8]1[NH:7][CH:6]=[C:5]([C:9]([O:11][CH3:12])=[O:10])[C:4]=1[CH:1]([CH3:3])[CH3:2]. The catalyst class is: 17. (6) Reactant: [CH2:1]([C:4]1[C:8]([CH2:9][CH2:10][CH2:11][OH:12])=[CH:7][N:6]([C:13]2[CH:18]=[CH:17][C:16]([C:19]([F:22])([F:21])[F:20])=[CH:15][CH:14]=2)[N:5]=1)[CH2:2][CH3:3].O[C:24]1[C:29]([O:30][CH3:31])=[CH:28][CH:27]=[CH:26][C:25]=1[CH2:32][C:33]([O:35]C)=[O:34].C(P(CCCC)CCCC)CCC.N(C(N1CCCCC1)=O)=NC(N1CCCCC1)=O. Product: [CH3:31][O:30][C:29]1[C:24]([O:12][CH2:11][CH2:10][CH2:9][C:8]2[C:4]([CH2:1][CH2:2][CH3:3])=[N:5][N:6]([C:13]3[CH:14]=[CH:15][C:16]([C:19]([F:21])([F:22])[F:20])=[CH:17][CH:18]=3)[CH:7]=2)=[C:25]([CH2:32][C:33]([OH:35])=[O:34])[CH:26]=[CH:27][CH:28]=1. The catalyst class is: 7. (7) Reactant: [CH3:1][O:2][C:3]([C:5]1[C:6]([OH:23])=[C:7]2[C:12](=[CH:13][N:14]=1)[N:11]([CH2:15][C:16]1[S:17][CH:18]=[CH:19][N:20]=1)[C:10](=[O:21])[C:9](Br)=[CH:8]2)=[O:4].[C:24]1([Sn](CCCC)(CCCC)CCCC)[CH:29]=[CH:28][CH:27]=[CH:26][CH:25]=1.CCOC(C)=O.Cl. Product: [CH3:1][O:2][C:3]([C:5]1[C:6]([OH:23])=[C:7]2[C:12](=[CH:13][N:14]=1)[N:11]([CH2:15][C:16]1[S:17][CH:18]=[CH:19][N:20]=1)[C:10](=[O:21])[C:9]([C:24]1[CH:29]=[CH:28][CH:27]=[CH:26][CH:25]=1)=[CH:8]2)=[O:4]. The catalyst class is: 510. (8) Reactant: [C:1]([O:5][C:6]([NH:8][CH2:9][C@H:10]1[CH2:15][CH2:14][C@H:13]([C:16]([NH:18][C@H:19]([C:37](=[O:50])[NH:38][C:39]2[CH:44]=[CH:43][C:42]([C:45]3[NH:49][N:48]=[N:47][N:46]=3)=[CH:41][CH:40]=2)[CH2:20][C:21]2[CH:26]=[CH:25][C:24]([C:27]3[C:28]([CH3:36])=[CH:29][C:30]([C:33](O)=[O:34])=[N:31][CH:32]=3)=[CH:23][CH:22]=2)=[O:17])[CH2:12][CH2:11]1)=[O:7])([CH3:4])([CH3:3])[CH3:2].[NH2:51][CH:52]1[CH2:57][CH2:56][N:55]([C:58]([O:60][C:61]([CH3:64])([CH3:63])[CH3:62])=[O:59])[CH2:54][CH2:53]1.C(N(CC)C(C)C)(C)C.F[P-](F)(F)(F)(F)F.CN(C(ON1C2=NC=CC=C2N=N1)=[N+](C)C)C. Product: [CH:6]([OH:7])=[O:5].[C:1]([O:5][C:6]([NH:8][CH2:9][C@H:10]1[CH2:15][CH2:14][C@H:13]([C:16]([NH:18][C@H:19]([C:37](=[O:50])[NH:38][C:39]2[CH:40]=[CH:41][C:42]([C:45]3[NH:49][N:48]=[N:47][N:46]=3)=[CH:43][CH:44]=2)[CH2:20][C:21]2[CH:22]=[CH:23][C:24]([C:27]3[C:28]([CH3:36])=[CH:29][C:30]([C:33]([NH:51][CH:52]4[CH2:53][CH2:54][N:55]([C:58]([O:60][C:61]([CH3:64])([CH3:63])[CH3:62])=[O:59])[CH2:56][CH2:57]4)=[O:34])=[N:31][CH:32]=3)=[CH:25][CH:26]=2)=[O:17])[CH2:12][CH2:11]1)=[O:7])([CH3:4])([CH3:2])[CH3:3]. The catalyst class is: 9. (9) Reactant: Cl.[CH3:2][C:3]1[N+:4]([O-])=[C:5]([C:9]2[CH:14]=[CH:13][C:12]([CH3:15])=[CH:11][CH:10]=2)[O:6][C:7]=1[CH3:8].CS([Cl:21])(=O)=O.COCCOC. Product: [Cl:21][CH2:2][C:3]1[N:4]=[C:5]([C:9]2[CH:14]=[CH:13][C:12]([CH3:15])=[CH:11][CH:10]=2)[O:6][C:7]=1[CH3:8]. The catalyst class is: 4.